From a dataset of Full USPTO retrosynthesis dataset with 1.9M reactions from patents (1976-2016). Predict the reactants needed to synthesize the given product. (1) Given the product [Br:66][C:67]1[S:71][C:70]2[C:72](=[O:74])[NH:73][C:76]([C@@H:78]3[CH2:82][C@@H:81]([O:83][C:84]4[CH:89]=[CH:88][CH:87]=[CH:86][CH:85]=4)[CH2:80][N:79]3[C:90]([O:92][C:93]([CH3:96])([CH3:95])[CH3:94])=[O:91])=[N:75][C:69]=2[CH:68]=1, predict the reactants needed to synthesize it. The reactants are: C(OC(N1C[C@H](OC2C=CC=CC=2)C[C@H]1C(O)=O)=O)(C)(C)C.F[P-](F)(F)(F)(F)F.N1(OC(N(C)C)=[N+](C)C)C2N=CC=CC=2N=N1.C(N(C(C)C)C(C)C)C.NC1C=C(Br)SC=1C(N)=O.[Br:66][C:67]1[S:71][C:70]([C:72](=[O:74])[NH2:73])=[C:69]([NH:75][C:76]([C@@H:78]2[CH2:82][C@@H:81]([O:83][C:84]3[CH:89]=[CH:88][CH:87]=[CH:86][CH:85]=3)[CH2:80][N:79]2[C:90]([O:92][C:93]([CH3:96])([CH3:95])[CH3:94])=[O:91])=O)[CH:68]=1.[OH-].[Na+].Cl. (2) Given the product [CH2:2]([O:4][C:5]([C:7]1[C:8]2[S:16][CH:15]=[C:14]([CH2:17][O:18][C:19]3[CH:24]=[C:23]([C:25]4[O:26][C:27]([C:30]5[CH:35]=[CH:34][C:33]([Cl:36])=[CH:32][CH:31]=5)=[N:28][N:29]=4)[CH:22]=[CH:21][C:20]=3[CH3:37])[C:9]=2[C:10]([NH2:1])=[N:11][CH:12]=1)=[O:6])[CH3:3], predict the reactants needed to synthesize it. The reactants are: [NH3:1].[CH2:2]([O:4][C:5]([C:7]1[C:8]2[S:16][CH:15]=[C:14]([CH2:17][O:18][C:19]3[CH:24]=[C:23]([C:25]4[O:26][C:27]([C:30]5[CH:35]=[CH:34][C:33]([Cl:36])=[CH:32][CH:31]=5)=[N:28][N:29]=4)[CH:22]=[CH:21][C:20]=3[CH3:37])[C:9]=2[C:10](Cl)=[N:11][CH:12]=1)=[O:6])[CH3:3]. (3) The reactants are: [Cl:1][C:2]1[CH:3]=[C:4]([CH:9]=[O:10])[C:5]([OH:8])=[N:6][CH:7]=1.[CH3:11][O:12][C:13](=[O:18])[C:14](Br)([CH3:16])[CH3:15].C([O-])([O-])=O.[Cs+].[Cs+].O. Given the product [CH3:11][O:12][C:13](=[O:18])[C:14]([O:8][C:5]1[C:4]([CH:9]=[O:10])=[CH:3][C:2]([Cl:1])=[CH:7][N:6]=1)([CH3:16])[CH3:15], predict the reactants needed to synthesize it. (4) Given the product [CH3:1][N:2]1[CH:6]=[C:5]([C:7]([OH:9])=[O:8])[CH:4]=[N:3]1, predict the reactants needed to synthesize it. The reactants are: [CH3:1][N:2]1[CH:6]=[C:5]([C:7]([O:9]CC)=[O:8])[CH:4]=[N:3]1.[OH-].[Na+]. (5) Given the product [CH2:56]([NH:58][C:59]([C@@H:61]1[C@@H:18]([OH:26])[C@@H:17]([OH:27])[C@H:16]([N:13]2[CH:12]=[N:11][C:10]3[C:14]2=[N:15][C:7]([N:5]2[CH:6]=[C:2]([NH2:1])[CH:3]=[N:4]2)=[N:8][C:9]=3[NH:28][CH2:29][CH:30]([C:31]2[CH:36]=[CH:35][CH:34]=[CH:33][CH:32]=2)[C:37]2[CH:42]=[CH:41][CH:40]=[CH:39][CH:38]=2)[O:62]1)=[O:60])[CH3:55], predict the reactants needed to synthesize it. The reactants are: [NH2:1][C:2]1[CH:3]=[N:4][N:5]([C:7]2[N:15]=[C:14]3[C:10]([N:11]=[CH:12][N:13]3[C@@H:16]3C[C@H](NC(=O)CO)[C@@H:18]([OH:26])[C@H:17]3[OH:27])=[C:9]([NH:28][CH2:29][CH:30]([C:37]3[CH:42]=[CH:41][CH:40]=[CH:39][CH:38]=3)[C:31]3[CH:36]=[CH:35][CH:34]=[CH:33][CH:32]=3)[N:8]=2)[CH:6]=1.ClC1N=C2C(N=CN2[C@@H]2C[C@H:56]([NH:58][C:59]([CH2:61][O:62]C(=O)C)=[O:60])[C@@H:55](O)[C@H]2O)=C(NCC(C2C=CC=CC=2)C2C=CC=CC=2)N=1.C1C=C(C2C3C(=C(C[NH+](CC4N=CC=CC=4)CC4N=CC=CC=4)C([O-])=C(Cl)C=3)OC3C=2C=C(Cl)C(C=3C[NH+](CC2N=CC=CC=2)CC2N=CC=CC=2)=O)C(C([O-])=O)=CC=1.